Task: Predict the reaction yield, written as a fraction of the theoretical maximum amount of product (1.0 means a 100% yield; for example, 0.34 means a 34% yield).. Dataset: Reaction yield outcomes from USPTO patents with 853,638 reactions (1) The reactants are [CH:1]1([N:5]2[CH:9]=[C:8]([N+:10]([O-])=O)[N:7]=[CH:6]2)[CH2:4][CH2:3][CH2:2]1.C(OCC)(=O)C.CCN(CC)CC.[N:26]1[C:35]2[C:30](=[CH:31][C:32]([CH2:36][C:37](O)=[O:38])=[CH:33][CH:34]=2)[CH:29]=[CH:28][CH:27]=1. The catalyst is C(Cl)Cl.[Pd]. The product is [CH:1]1([N:5]2[CH:9]=[C:8]([NH:10][C:37](=[O:38])[CH2:36][C:32]3[CH:31]=[C:30]4[C:35](=[CH:34][CH:33]=3)[N:26]=[CH:27][CH:28]=[CH:29]4)[N:7]=[CH:6]2)[CH2:4][CH2:3][CH2:2]1. The yield is 0.470. (2) The reactants are [F:1][C:2]1[CH:10]=[C:9]2[C:5]([C:6]([C:12]3[N:13]=[C:14]4[C:20]([C:21](O)=[O:22])=[CH:19][N:18]([CH2:24][O:25][CH2:26][CH2:27][Si:28]([CH3:31])([CH3:30])[CH3:29])[C:15]4=[N:16][CH:17]=3)=[N:7][N:8]2[CH3:11])=[CH:4][CH:3]=1.Cl.Cl.[O:34]1[CH:38]=[CH:37][N:36]=[C:35]1[CH:39]([NH2:41])[CH3:40].C(N(CC)C(C)C)(C)C.CN(C(ON1N=NC2C=CC=NC1=2)=[N+](C)C)C.F[P-](F)(F)(F)(F)F. The catalyst is O.CN(C=O)C. The product is [O:34]1[CH:38]=[CH:37][N:36]=[C:35]1[CH:39]([NH:41][C:21]([C:20]1[C:14]2[C:15](=[N:16][CH:17]=[C:12]([C:6]3[C:5]4[C:9](=[CH:10][C:2]([F:1])=[CH:3][CH:4]=4)[N:8]([CH3:11])[N:7]=3)[N:13]=2)[N:18]([CH2:24][O:25][CH2:26][CH2:27][Si:28]([CH3:30])([CH3:29])[CH3:31])[CH:19]=1)=[O:22])[CH3:40]. The yield is 0.970. (3) The reactants are [C:1]1([N:7]2[C:12](=[O:13])[C:11](Cl)=[C:10]([O:15][CH3:16])[CH:9]=[N:8]2)[CH:6]=[CH:5][CH:4]=[CH:3][CH:2]=1.[F:17][C:18]1[CH:23]=[CH:22][C:21](B(O)O)=[CH:20][CH:19]=1. No catalyst specified. The product is [C:1]1([N:7]2[C:12](=[O:13])[C:11]([C:21]3[CH:22]=[CH:23][C:18]([F:17])=[CH:19][CH:20]=3)=[C:10]([O:15][CH3:16])[CH:9]=[N:8]2)[CH:6]=[CH:5][CH:4]=[CH:3][CH:2]=1. The yield is 0.960. (4) The reactants are [CH2:1]([O:5][C:6]1[CH:7]=[C:8]([CH:12](C(OC(C)(C)C)=O)[CH2:13][NH:14][CH2:15][C:16]([N:18]([CH3:20])[CH3:19])=[O:17])[CH:9]=[CH:10][CH:11]=1)[CH2:2][CH2:3][CH3:4].[ClH:28].CCOCC. No catalyst specified. The product is [ClH:28].[CH2:1]([O:5][C:6]1[CH:7]=[C:8]([CH2:12][CH2:13][NH:14][CH2:15][C:16]([N:18]([CH3:20])[CH3:19])=[O:17])[CH:9]=[CH:10][CH:11]=1)[CH2:2][CH2:3][CH3:4]. The yield is 0.950. (5) The reactants are Cl.[Cl:2][C:3]1[C:4]([O:19][CH:20]2[CH2:25][CH2:24][NH:23][CH2:22][CH:21]2[CH3:26])=[CH:5][C:6](=[O:18])[N:7]([C:9]2[CH:16]=[CH:15][C:12]([C:13]#[N:14])=[C:11]([F:17])[CH:10]=2)[CH:8]=1.Cl[C:28]1[N:33]=[CH:32][C:31]([CH:34]2[CH2:36][CH2:35]2)=[CH:30][N:29]=1.C(=O)([O-])[O-].[K+].[K+]. The catalyst is CS(C)=O. The product is [Cl:2][C:3]1[C:4]([O:19][C@H:20]2[CH2:25][CH2:24][N:23]([C:28]3[N:33]=[CH:32][C:31]([CH:34]4[CH2:36][CH2:35]4)=[CH:30][N:29]=3)[CH2:22][C@H:21]2[CH3:26])=[CH:5][C:6](=[O:18])[N:7]([C:9]2[CH:16]=[CH:15][C:12]([C:13]#[N:14])=[C:11]([F:17])[CH:10]=2)[CH:8]=1. The yield is 0.0500. (6) The reactants are [NH2:1][C:2]1[CH:7]=[CH:6][CH:5]=[C:4](SC)[CH:3]=1.[CH2:10](N(CC)CC)C.Cl[C:18]([O:20][C:21]1[CH:26]=[CH:25][CH:24]=[CH:23][CH:22]=1)=[O:19].ClC1C=CC=C(C(OO)=O)C=1.[S:38]([O-:42])([O-])(=[O:40])=S.[Na+].[Na+]. The catalyst is O1CCCC1.O.C(OCC)(=O)C. The product is [CH3:10][S:38]([C:4]1[CH:3]=[C:2]([NH:1][C:18](=[O:19])[O:20][C:21]2[CH:26]=[CH:25][CH:24]=[CH:23][CH:22]=2)[CH:7]=[CH:6][CH:5]=1)(=[O:42])=[O:40]. The yield is 0.874. (7) The reactants are F[C:2]1[CH:7]=[CH:6][N:5]2[C:8]([C:11]([NH:13][C:14]3[CH:22]=[CH:21][CH:20]=[C:19]4[C:15]=3[C:16]([CH3:33])=[N:17][N:18]4[CH2:23][C:24]3[CH:29]=[CH:28][CH:27]=[C:26]([CH:30]([CH3:32])[CH3:31])[N:25]=3)=[O:12])=[CH:9][N:10]=[C:4]2[CH:3]=1.[CH3:34][C@@H:35]1[N:40]([CH3:41])[CH2:39][CH2:38][N:37]([CH2:42][CH2:43][OH:44])[CH2:36]1.O1CCN(CCO)C[CH2:46]1. No catalyst specified. The product is [CH:30]1([C:26]2[N:25]=[C:24]([CH2:23][N:18]3[C:19]4[C:15](=[C:14]([NH:13][C:11]([C:8]5[N:5]6[CH:6]=[CH:7][C:2]([O:44][CH2:43][CH2:42][N:37]7[CH2:38][CH2:39][N:40]([CH3:41])[C@@H:35]([CH3:34])[CH2:36]7)=[CH:3][C:4]6=[N:10][CH:9]=5)=[O:12])[CH:22]=[CH:21][CH:20]=4)[C:16]([CH3:33])=[N:17]3)[CH:29]=[CH:28][CH:27]=2)[CH2:32][CH2:46][CH2:31]1. The yield is 0.290.